From a dataset of Catalyst prediction with 721,799 reactions and 888 catalyst types from USPTO. Predict which catalyst facilitates the given reaction. (1) Reactant: [NH2:1][CH2:2][CH2:3][CH2:4][CH2:5][CH2:6][CH2:7][N:8]([CH3:65])[C@H:9]([C:13]([NH:15][C@H:16]([C:20]([N:22]([C@@H:24]([C@@H:61]([CH3:64])[CH2:62][CH3:63])[C@H:25]([O:59][CH3:60])[CH2:26][C:27]([N:29]1[CH2:33][CH2:32][CH2:31][C@H:30]1[C@H:34]([O:57][CH3:58])[C@@H:35]([CH3:56])[C:36]([NH:38][C@@:39]1([C:48]([N:50]2[CH2:55][CH2:54][CH2:53][CH2:52][O:51]2)=[O:49])[CH2:41][C@@H:40]1[C:42]1[CH:47]=[CH:46][CH:45]=[CH:44][CH:43]=1)=[O:37])=[O:28])[CH3:23])=[O:21])[CH:17]([CH3:19])[CH3:18])=[O:14])[CH:10]([CH3:12])[CH3:11].[CH2:66](OC(=O)NCCCCCC=O)[C:67]1C=CC=[CH:69][CH:68]=1.C([BH3-])#N.[Na+]. The catalyst class is: 43. Product: [NH2:1][CH2:2][CH2:3][CH2:4][CH2:5][CH2:6][CH2:7][N:8]([CH3:65])[C@H:9]([C:13]([NH:15][C@H:16]([C:20]([N:22]([C@@H:24]([C@@H:61]([CH3:64])[CH2:62][CH3:63])[C@H:25]([O:59][CH3:60])[CH2:26][C:27]([N:29]1[CH2:33][CH2:32][CH2:31][C@H:30]1[C@H:34]([O:57][CH3:58])[C@@H:35]([CH3:56])[C:36]([NH:38][C@@:39]1([C:48]([N:50]2[CH2:55][C:54]3[CH:66]=[CH:67][CH:68]=[CH:69][C:53]=3[CH2:52][O:51]2)=[O:49])[CH2:41][C@@H:40]1[C:42]1[CH:43]=[CH:44][CH:45]=[CH:46][CH:47]=1)=[O:37])=[O:28])[CH3:23])=[O:21])[CH:17]([CH3:18])[CH3:19])=[O:14])[CH:10]([CH3:12])[CH3:11]. (2) Reactant: C(OC([C@H:8]([C:17]([NH:19][C@H:20]([C:22]1[C:31]2[C:26](=[CH:27][CH:28]=[CH:29][CH:30]=2)[CH:25]=[CH:24][CH:23]=1)[CH3:21])=[O:18])[CH2:9][CH2:10][CH2:11][N:12](N)C(=O)[O-])=O)(C)(C)C.[CH:32]([O-:34])=[O:33].[NH4+:35]. Product: [NH2:12][CH2:11][CH2:10][CH2:9][C@H:8]([NH:35][C:32](=[O:34])[O:33][C:22]([CH3:31])([CH3:23])[CH3:20])[C:17]([NH:19][C@H:20]([C:22]1[C:31]2[C:26](=[CH:27][CH:28]=[CH:29][CH:30]=2)[CH:25]=[CH:24][CH:23]=1)[CH3:21])=[O:18]. The catalyst class is: 29. (3) Reactant: [C:1]1([C:7]2[O:25][C:10]3[N:11]=[CH:12][N:13]=[C:14]([NH:15][CH2:16][CH2:17][CH2:18][CH2:19][CH2:20][C:21]([O:23][CH3:24])=[O:22])[C:9]=3[CH:8]=2)[CH:6]=[CH:5][CH:4]=[CH:3][CH:2]=1.[Br:26]N1C(=O)CCC1=O. Product: [Br:26][C:8]1[C:9]2[C:14]([NH:15][CH2:16][CH2:17][CH2:18][CH2:19][CH2:20][C:21]([O:23][CH3:24])=[O:22])=[N:13][CH:12]=[N:11][C:10]=2[O:25][C:7]=1[C:1]1[CH:2]=[CH:3][CH:4]=[CH:5][CH:6]=1. The catalyst class is: 53. (4) Reactant: Br[CH:2]([C:13]1[CH:18]=[CH:17][CH:16]=[C:15]([C:19]([F:22])([F:21])[F:20])[CH:14]=1)[C:3]1[CH:8]=[CH:7][CH:6]=[C:5]([C:9]([F:12])([F:11])[F:10])[CH:4]=1.Cl.[O:24]=[C:25]1[C:30]([C:31]([O:33][CH3:34])=[O:32])=[CH:29][CH:28]=[CH:27][NH:26]1.[H-].[Na+]. Product: [F:10][C:9]([F:12])([F:11])[C:5]1[CH:4]=[C:3]([CH:2]([C:13]2[CH:18]=[CH:17][CH:16]=[C:15]([C:19]([F:22])([F:21])[F:20])[CH:14]=2)[N:26]2[CH:27]=[CH:28][CH:29]=[C:30]([C:31]([O:33][CH3:34])=[O:32])[C:25]2=[O:24])[CH:8]=[CH:7][CH:6]=1. The catalyst class is: 3. (5) The catalyst class is: 25. Reactant: [C:1]([C:3]1[CH:4]=[C:5]([S:10]([NH:13][C@@H:14]([C:16]2[N:20]([CH2:21][CH3:22])[C:19]3[CH:23]=[C:24]([C:27]([F:30])([F:29])[F:28])[CH:25]=[CH:26][C:18]=3[N:17]=2)[CH3:15])(=[O:12])=[O:11])[CH:6]=[CH:7][C:8]=1[F:9])#[N:2].C1COCC1.[H-].[H-].[H-].[H-].[Li+].[Al+3]. Product: [NH2:2][CH2:1][C:3]1[CH:4]=[C:5]([S:10]([NH:13][C@@H:14]([C:16]2[N:20]([CH2:21][CH3:22])[C:19]3[CH:23]=[C:24]([C:27]([F:29])([F:30])[F:28])[CH:25]=[CH:26][C:18]=3[N:17]=2)[CH3:15])(=[O:11])=[O:12])[CH:6]=[CH:7][C:8]=1[F:9]. (6) Reactant: [F:1][C:2]1[C:7]2[C:8]([C:18](=[O:21])[NH:19][CH3:20])=[C:9]([C:11]3[CH:16]=[CH:15][C:14]([F:17])=[CH:13][CH:12]=3)[O:10][C:6]=2[CH:5]=[CH:4][C:3]=1[C:22]1[C:23]([CH3:33])=[CH:24][C:25]([O:31][CH3:32])=[C:26]([CH:30]=1)[C:27](O)=[O:28].[CH3:34][C:35]1[CH:36]=[N:37][C:38]([C:41]2([NH2:44])[CH2:43][CH2:42]2)=[N:39][CH:40]=1.C(N(CC)CC)C. Product: [F:1][C:2]1[C:7]2[C:8]([C:18]([NH:19][CH3:20])=[O:21])=[C:9]([C:11]3[CH:12]=[CH:13][C:14]([F:17])=[CH:15][CH:16]=3)[O:10][C:6]=2[CH:5]=[CH:4][C:3]=1[C:22]1[CH:30]=[C:26]([C:27](=[O:28])[NH:44][C:41]2([C:38]3[N:37]=[CH:36][C:35]([CH3:34])=[CH:40][N:39]=3)[CH2:42][CH2:43]2)[C:25]([O:31][CH3:32])=[CH:24][C:23]=1[CH3:33]. The catalyst class is: 3. (7) Reactant: CN(C(ON1N=NC2C=CC=NC1=2)=[N+](C)C)C.F[P-](F)(F)(F)(F)F.[C:25]([C:29]1[CH:30]=[C:31]([NH:70][S:71]([CH3:74])(=[O:73])=[O:72])[C:32]([O:68][CH3:69])=[C:33]([NH:35][C:36](=[O:67])[NH:37][C:38]2[C:47]3[C:42](=[CH:43][CH:44]=[CH:45][CH:46]=3)[C:41]([O:48][C:49]3[CH:54]=[CH:53][N:52]=[C:51]([NH:55][C:56]4[CH:64]=[CH:63][C:59]([C:60](O)=[O:61])=[C:58]([O:65][CH3:66])[CH:57]=4)[CH:50]=3)=[CH:40][CH:39]=2)[CH:34]=1)([CH3:28])([CH3:27])[CH3:26].[CH3:75][O:76][CH2:77][CH2:78][O:79][CH2:80][CH2:81][O:82][CH2:83][CH2:84][NH2:85].CCN(C(C)C)C(C)C. Product: [C:25]([C:29]1[CH:30]=[C:31]([NH:70][S:71]([CH3:74])(=[O:73])=[O:72])[C:32]([O:68][CH3:69])=[C:33]([NH:35][C:36](=[O:67])[NH:37][C:38]2[C:47]3[C:42](=[CH:43][CH:44]=[CH:45][CH:46]=3)[C:41]([O:48][C:49]3[CH:54]=[CH:53][N:52]=[C:51]([NH:55][C:56]4[CH:64]=[CH:63][C:59]([C:60]([NH:85][CH2:84][CH2:83][O:82][CH2:81][CH2:80][O:79][CH2:78][CH2:77][O:76][CH3:75])=[O:61])=[C:58]([O:65][CH3:66])[CH:57]=4)[CH:50]=3)=[CH:40][CH:39]=2)[CH:34]=1)([CH3:26])([CH3:28])[CH3:27]. The catalyst class is: 384.